The task is: Predict the product of the given reaction.. This data is from Forward reaction prediction with 1.9M reactions from USPTO patents (1976-2016). (1) Given the reactants Br[C:2]1[C:3]([CH3:24])=[C:4]([C:8]2[N:12]=[C:11]([C:13]3[CH:14]=[C:15]([Cl:23])[C:16]([O:19][CH:20]([CH3:22])[CH3:21])=[N:17][CH:18]=3)[O:10][N:9]=2)[CH:5]=[CH:6][CH:7]=1.Br[Zn][CH2:27][CH2:28][CH2:29][C:30]([O:32][CH2:33][CH3:34])=[O:31], predict the reaction product. The product is: [Cl:23][C:15]1[CH:14]=[C:13]([C:11]2[O:10][N:9]=[C:8]([C:4]3[C:3]([CH3:24])=[C:2]([CH2:27][CH2:28][CH2:29][C:30]([O:32][CH2:33][CH3:34])=[O:31])[CH:7]=[CH:6][CH:5]=3)[N:12]=2)[CH:18]=[N:17][C:16]=1[O:19][CH:20]([CH3:22])[CH3:21]. (2) Given the reactants [CH3:1][O:2][C:3](=[O:25])[NH:4][CH2:5][CH2:6][CH2:7][N:8]1[C:12]([C:13]2[CH:18]=[CH:17][CH:16]=[CH:15][N:14]=2)=[CH:11][C:10]([C:19](=[O:24])N(OC)C)=[N:9]1.[CH2:26](OCC)C.C[Mg]Br.[Cl-].[NH4+], predict the reaction product. The product is: [CH3:1][O:2][C:3](=[O:25])[NH:4][CH2:5][CH2:6][CH2:7][N:8]1[C:12]([C:13]2[CH:18]=[CH:17][CH:16]=[CH:15][N:14]=2)=[CH:11][C:10]([C:19](=[O:24])[CH3:26])=[N:9]1. (3) Given the reactants [C:1]([C:3]1[CH:4]=[CH:5][C:6]2[O:10][C:9]([CH:11]([C:17]3[C:25]([O:26][CH3:27])=[CH:24][C:23]([CH3:28])=[C:22]4[C:18]=3[CH:19]=[CH:20][N:21]4[C:29]([O:31][C:32]([CH3:35])([CH3:34])[CH3:33])=[O:30])[C:12]([O:14][CH2:15][CH3:16])=[O:13])=[N:8][C:7]=2[CH:36]=1)#[N:2].[CH3:37]I.[H-].[Na+], predict the reaction product. The product is: [C:1]([C:3]1[CH:4]=[CH:5][C:6]2[O:10][C:9]([C:11]([C:17]3[C:25]([O:26][CH3:27])=[CH:24][C:23]([CH3:28])=[C:22]4[C:18]=3[CH:19]=[CH:20][N:21]4[C:29]([O:31][C:32]([CH3:35])([CH3:34])[CH3:33])=[O:30])([CH3:37])[C:12]([O:14][CH2:15][CH3:16])=[O:13])=[N:8][C:7]=2[CH:36]=1)#[N:2]. (4) Given the reactants Cl.[CH3:2][N:3]1[C:7]2[CH:8]=[CH:9][C:10]([C:12]3[CH:17]=[CH:16][C:15]([C:18]([N:20]4[CH2:25][CH2:24][NH:23][C@H:22]([CH3:26])[CH2:21]4)=[O:19])=[CH:14][CH:13]=3)=[CH:11][C:6]=2[N:5]=[CH:4]1.[OH:27][C:28]1([C:31](O)=[O:32])[CH2:30][CH2:29]1.CN(C(ON1N=NC2C=CC=CC1=2)=[N+](C)C)C.F[P-](F)(F)(F)(F)F.CCN(C(C)C)C(C)C, predict the reaction product. The product is: [OH:27][C:28]1([C:31]([N:23]2[CH2:24][CH2:25][N:20]([C:18]([C:15]3[CH:14]=[CH:13][C:12]([C:10]4[CH:9]=[CH:8][C:7]5[N:3]([CH3:2])[CH:4]=[N:5][C:6]=5[CH:11]=4)=[CH:17][CH:16]=3)=[O:19])[CH2:21][C@H:22]2[CH3:26])=[O:32])[CH2:30][CH2:29]1.